From a dataset of Full USPTO retrosynthesis dataset with 1.9M reactions from patents (1976-2016). Predict the reactants needed to synthesize the given product. (1) Given the product [Cl:2][C:12]1[C:11]2[CH:15]=[CH:16][C:17]([N+:19]([O-:21])=[O:20])=[CH:18][C:10]=2[O:9][C:8]([CH3:22])([CH3:7])[N:13]=1, predict the reactants needed to synthesize it. The reactants are: P(Cl)(Cl)(Cl)(Cl)[Cl:2].[CH3:7][C:8]1([CH3:22])[NH:13][C:12](=O)[C:11]2[CH:15]=[CH:16][C:17]([N+:19]([O-:21])=[O:20])=[CH:18][C:10]=2[O:9]1. (2) Given the product [C:1]1([NH:7][C:8]([N:10]2[CH2:15][CH2:14][N:13]([CH2:26][C:25]3[CH:28]=[CH:29][CH:30]=[CH:31][C:24]=3[O:23][CH2:16][C:17]3[CH:22]=[CH:21][CH:20]=[CH:19][CH:18]=3)[CH2:12][CH2:11]2)=[O:9])[CH:6]=[CH:5][CH:4]=[CH:3][CH:2]=1, predict the reactants needed to synthesize it. The reactants are: [C:1]1([NH:7][C:8]([N:10]2[CH2:15][CH2:14][NH:13][CH2:12][CH2:11]2)=[O:9])[CH:6]=[CH:5][CH:4]=[CH:3][CH:2]=1.[CH2:16]([O:23][C:24]1[CH:31]=[CH:30][CH:29]=[CH:28][C:25]=1[CH:26]=O)[C:17]1[CH:22]=[CH:21][CH:20]=[CH:19][CH:18]=1. (3) Given the product [CH2:1]([N:8]1[CH2:9][CH2:10][N:11]([C:14]2[CH:15]=[CH:16][C:17]([O:22][CH2:30][C:31]([O:33][CH2:34][CH3:35])=[O:32])=[C:18]([CH:19]=[O:20])[CH:21]=2)[CH2:12][CH2:13]1)[C:2]1[CH:3]=[CH:4][CH:5]=[CH:6][CH:7]=1, predict the reactants needed to synthesize it. The reactants are: [CH2:1]([N:8]1[CH2:13][CH2:12][N:11]([C:14]2[CH:15]=[CH:16][C:17]([OH:22])=[C:18]([CH:21]=2)[CH:19]=[O:20])[CH2:10][CH2:9]1)[C:2]1[CH:7]=[CH:6][CH:5]=[CH:4][CH:3]=1.C(=O)([O-])[O-].[K+].[K+].Br[CH2:30][C:31]([O:33][CH2:34][CH3:35])=[O:32].O. (4) Given the product [CH3:38][O:37][C:34]1[CH:35]=[CH:36][C:31]([S:28]([C:6]2([C:4]([OH:5])=[O:3])[CH2:11][CH2:10][N:9]([CH2:12][C:13]3[CH:18]=[CH:17][C:16]([O:19][CH2:20][CH2:21][N:22]4[CH2:27][CH2:26][CH2:25][CH2:24][CH2:23]4)=[CH:15][CH:14]=3)[CH2:8][CH2:7]2)(=[O:29])=[O:30])=[CH:32][CH:33]=1, predict the reactants needed to synthesize it. The reactants are: C([O:3][C:4]([C:6]1([S:28]([C:31]2[CH:36]=[CH:35][C:34]([O:37][CH3:38])=[CH:33][CH:32]=2)(=[O:30])=[O:29])[CH2:11][CH2:10][N:9]([CH2:12][C:13]2[CH:18]=[CH:17][C:16]([O:19][CH2:20][CH2:21][N:22]3[CH2:27][CH2:26][CH2:25][CH2:24][CH2:23]3)=[CH:15][CH:14]=2)[CH2:8][CH2:7]1)=[O:5])C.